From a dataset of Peptide-MHC class I binding affinity with 185,985 pairs from IEDB/IMGT. Regression. Given a peptide amino acid sequence and an MHC pseudo amino acid sequence, predict their binding affinity value. This is MHC class I binding data. (1) The peptide sequence is IHGIIEDTI. The MHC is Mamu-B17 with pseudo-sequence Mamu-B17. The binding affinity (normalized) is 0.422. (2) The MHC is HLA-A26:01 with pseudo-sequence HLA-A26:01. The peptide sequence is EMKTDAATLA. The binding affinity (normalized) is 0.301. (3) The peptide sequence is ALFHKVQSY. The MHC is HLA-B46:01 with pseudo-sequence HLA-B46:01. The binding affinity (normalized) is 0.0847. (4) The peptide sequence is ETQTSTWFGF. The MHC is Mamu-B52 with pseudo-sequence Mamu-B52. The binding affinity (normalized) is 0.306. (5) The MHC is HLA-A01:01 with pseudo-sequence HLA-A01:01. The binding affinity (normalized) is 0.687. The peptide sequence is VVDKYFDCY. (6) The peptide sequence is YPARVKCAL. The MHC is HLA-A31:01 with pseudo-sequence HLA-A31:01. The binding affinity (normalized) is 0.0847.